This data is from NCI-60 drug combinations with 297,098 pairs across 59 cell lines. The task is: Regression. Given two drug SMILES strings and cell line genomic features, predict the synergy score measuring deviation from expected non-interaction effect. Drug 1: C1CN1P(=S)(N2CC2)N3CC3. Drug 2: CC12CCC3C(C1CCC2OP(=O)(O)O)CCC4=C3C=CC(=C4)OC(=O)N(CCCl)CCCl.[Na+]. Cell line: HS 578T. Synergy scores: CSS=5.08, Synergy_ZIP=-3.77, Synergy_Bliss=-2.65, Synergy_Loewe=-4.18, Synergy_HSA=-2.75.